From a dataset of Full USPTO retrosynthesis dataset with 1.9M reactions from patents (1976-2016). Predict the reactants needed to synthesize the given product. (1) Given the product [F:21][C:20]([F:23])([F:22])[C:18]([OH:24])=[O:19].[OH:1][C@H:2]1[CH2:6][NH:5][C@H:4]([C:14]([O:16][CH3:17])=[O:15])[CH2:3]1, predict the reactants needed to synthesize it. The reactants are: [OH:1][C@H:2]1[CH2:6][N:5](C(OC(C)(C)C)=O)[C@H:4]([C:14]([O:16][CH3:17])=[O:15])[CH2:3]1.[C:18]([OH:24])([C:20]([F:23])([F:22])[F:21])=[O:19]. (2) The reactants are: [F:1][C:2]1[CH:7]=[CH:6][CH:5]=[CH:4][C:3]=1[C:8]1[N:12]([S:13]([C:16]2[CH:21]=[CH:20][CH:19]=[C:18]([OH:22])[CH:17]=2)(=[O:15])=[O:14])[CH:11]=[C:10]([CH2:23][N:24]([CH3:32])[C:25](=[O:31])[O:26][C:27]([CH3:30])([CH3:29])[CH3:28])[CH:9]=1.C(=O)([O-])[O-].[Cs+].[Cs+].Br[CH2:40][C:41]([O:43][CH2:44][CH3:45])=[O:42]. Given the product [C:27]([O:26][C:25]([N:24]([CH2:23][C:10]1[CH:9]=[C:8]([C:3]2[CH:4]=[CH:5][CH:6]=[CH:7][C:2]=2[F:1])[N:12]([S:13]([C:16]2[CH:17]=[C:18]([CH:19]=[CH:20][CH:21]=2)[O:22][CH2:40][C:41]([O:43][CH2:44][CH3:45])=[O:42])(=[O:14])=[O:15])[CH:11]=1)[CH3:32])=[O:31])([CH3:28])([CH3:29])[CH3:30], predict the reactants needed to synthesize it. (3) Given the product [Br:12][C:8]1[N:7]=[C:6]([C:2]([NH:1][C:21](=[O:22])[CH2:20][Cl:19])([CH3:5])[CH2:3][OH:4])[CH:11]=[CH:10][CH:9]=1, predict the reactants needed to synthesize it. The reactants are: [NH2:1][C:2]([C:6]1[CH:11]=[CH:10][CH:9]=[C:8]([Br:12])[N:7]=1)([CH3:5])[CH2:3][OH:4].C([O-])([O-])=O.[K+].[K+].[Cl:19][CH2:20][C:21](Cl)=[O:22].CO. (4) Given the product [OH:16][C:8]1[C:9]([C:13]([OH:15])=[O:14])=[CH:10][C:11]2[C:6]([CH:7]=1)=[CH:5][CH:4]=[C:3]([CH2:1][NH:21][C:22]1[CH:27]=[CH:26][C:25]([CH:17]([CH3:18])[CH3:28])=[CH:24][CH:23]=1)[CH:12]=2, predict the reactants needed to synthesize it. The reactants are: [CH:1]([C:3]1[CH:12]=[C:11]2[C:6]([CH:7]=[C:8]([OH:16])[C:9]([C:13]([OH:15])=[O:14])=[CH:10]2)=[CH:5][CH:4]=1)=O.[C:17](O)(=O)[CH3:18].[NH2:21][C:22]1[CH:27]=[CH:26][CH:25]=[CH:24][CH:23]=1.[C:28]([BH3-])#N.[Na+].Cl. (5) The reactants are: [OH:1][CH2:2][CH2:3][CH2:4][N:5]1[CH:9]=[C:8]([C:10]2[CH:11]=[CH:12][C:13]([NH:21][C:22]3[C:27]([C:28]([F:31])([F:30])[F:29])=[CH:26][N:25]=[C:24]([NH:32][C:33]4[CH:47]=[CH:46][C:36]([CH2:37][P:38](=[O:45])([O:42]CC)[O:39][CH2:40][CH3:41])=[CH:35][C:34]=4[O:48][CH3:49])[N:23]=3)=[C:14]3[C:18]=2[CH2:17][N:16]([CH3:19])[C:15]3=[O:20])[CH:7]=[N:6]1.[I-].[Na+:51]. Given the product [OH:1][CH2:2][CH2:3][CH2:4][N:5]1[CH:9]=[C:8]([C:10]2[CH:11]=[CH:12][C:13]([NH:21][C:22]3[C:27]([C:28]([F:31])([F:30])[F:29])=[CH:26][N:25]=[C:24]([NH:32][C:33]4[CH:47]=[CH:46][C:36]([CH2:37][P:38](=[O:42])([O-:45])[O:39][CH2:40][CH3:41])=[CH:35][C:34]=4[O:48][CH3:49])[N:23]=3)=[C:14]3[C:18]=2[CH2:17][N:16]([CH3:19])[C:15]3=[O:20])[CH:7]=[N:6]1.[Na+:51], predict the reactants needed to synthesize it.